From a dataset of Forward reaction prediction with 1.9M reactions from USPTO patents (1976-2016). Predict the product of the given reaction. (1) Given the reactants [C:1](=[O:16])([O:6][C:7]1[CH:12]=[CH:11][C:10]2[O:13][CH2:14][O:15][C:9]=2[CH:8]=1)[O:2][CH:3](Cl)[CH3:4].[C:17]([OH:22])(=[O:21])[CH:18]([CH3:20])[CH3:19], predict the reaction product. The product is: [CH3:19][CH:18]([CH3:20])[C:17]([O:22][CH:3]([O:2][C:1]([O:6][C:7]1[CH:12]=[CH:11][C:10]2[O:13][CH2:14][O:15][C:9]=2[CH:8]=1)=[O:16])[CH3:4])=[O:21]. (2) Given the reactants CCN(C(C)C)C(C)C.[I:10][C:11]1[CH:19]=[CH:18][C:14]([C:15](Cl)=[O:16])=[CH:13][CH:12]=1.[CH2:20]([O:22][C:23](=[O:32])[C@@:24]([CH3:31])([C:27]([NH:29][CH3:30])=[O:28])[NH:25][CH3:26])[CH3:21], predict the reaction product. The product is: [CH2:20]([O:22][C:23](=[O:32])[C:24]([N:25]([CH3:26])[C:15]([C:14]1[CH:18]=[CH:19][C:11]([I:10])=[CH:12][CH:13]=1)=[O:16])([CH3:31])[C:27]([NH:29][CH3:30])=[O:28])[CH3:21].